Dataset: Forward reaction prediction with 1.9M reactions from USPTO patents (1976-2016). Task: Predict the product of the given reaction. Given the reactants Cl.[O:2]1[CH2:6][CH2:5][CH:4]([CH2:7][NH2:8])[CH2:3]1.C(N(CC)CC)C.[CH:16]1([CH2:21][CH2:22][O:23][CH2:24][C:25]2[O:29][N:28]=[C:27]([C:30](O)=[O:31])[CH:26]=2)[CH2:20][CH2:19][CH2:18][CH2:17]1.ON1C2C=CC=CC=2N=N1.Cl.C(N=C=NCCCN(C)C)C.Cl, predict the reaction product. The product is: [O:2]1[CH2:6][CH2:5][CH:4]([CH2:7][NH:8][C:30]([C:27]2[CH:26]=[C:25]([CH2:24][O:23][CH2:22][CH2:21][CH:16]3[CH2:17][CH2:18][CH2:19][CH2:20]3)[O:29][N:28]=2)=[O:31])[CH2:3]1.